From a dataset of Full USPTO retrosynthesis dataset with 1.9M reactions from patents (1976-2016). Predict the reactants needed to synthesize the given product. (1) Given the product [CH3:12][O:11][C:9]([C:4]1[C:5]([S:28][C:25]2[CH:24]=[CH:23][C:22]([S:19]([N:13]3[CH2:14][CH2:15][CH2:16][CH2:17][CH2:18]3)(=[O:21])=[O:20])=[CH:27][CH:26]=2)=[CH:6][CH:7]=[C:2]([NH:1][S:37]([C:31]2[CH:32]=[CH:33][C:34]([Cl:36])=[CH:35][C:30]=2[Cl:29])(=[O:39])=[O:38])[N:3]=1)=[O:10], predict the reactants needed to synthesize it. The reactants are: [NH2:1][C:2]1[CH:7]=[CH:6][C:5](Br)=[C:4]([C:9]([O:11][CH3:12])=[O:10])[N:3]=1.[N:13]1([S:19]([C:22]2[CH:27]=[CH:26][C:25]([SH:28])=[CH:24][CH:23]=2)(=[O:21])=[O:20])[CH2:18][CH2:17][CH2:16][CH2:15][CH2:14]1.[Cl:29][C:30]1[CH:35]=[C:34]([Cl:36])[CH:33]=[CH:32][C:31]=1[S:37](Cl)(=[O:39])=[O:38]. (2) Given the product [NH2:29][CH:26]1[CH2:27][CH2:28][N:24]([C:21]2[N:22]=[CH:23][C:18]([NH:17][C:5]3[C:4]4[C:9](=[CH:10][CH:11]=[C:2]([C:42]5[CH:41]=[C:40]([F:53])[C:39]([OH:54])=[C:38]([Cl:37])[CH:43]=5)[CH:3]=4)[N:8]=[CH:7][C:6]=3[C:12]([CH:14]3[CH2:15][CH2:16]3)=[O:13])=[CH:19][CH:20]=2)[CH2:25]1, predict the reactants needed to synthesize it. The reactants are: Br[C:2]1[CH:3]=[C:4]2[C:9](=[CH:10][CH:11]=1)[N:8]=[CH:7][C:6]([C:12]([CH:14]1[CH2:16][CH2:15]1)=[O:13])=[C:5]2[NH:17][C:18]1[CH:19]=[CH:20][C:21]([N:24]2[CH2:28][CH2:27][CH:26]([NH:29]C(=O)OC(C)(C)C)[CH2:25]2)=[N:22][CH:23]=1.[Cl:37][C:38]1[CH:43]=[C:42](B2OC(C)(C)C(C)(C)O2)[CH:41]=[C:40]([F:53])[C:39]=1[OH:54].